Task: Predict the product of the given reaction.. Dataset: Forward reaction prediction with 1.9M reactions from USPTO patents (1976-2016) (1) Given the reactants [F:1][C:2]1[CH:8]=[CH:7][C:5](N)=[CH:4][CH:3]=1.[C:9]([N:12]1[C:21]2[C:16](=[CH:17][C:18]([F:22])=[CH:19][CH:20]=2)[C@@H:15]([OH:23])[CH2:14][C@@H:13]1[CH3:24])(=[O:11])[CH3:10].FC1C=CC(O)=CC=1, predict the reaction product. The product is: [C:9]([N:12]1[C:21]2[C:16](=[CH:17][C:18]([F:22])=[CH:19][CH:20]=2)[C@H:15]([O:23][C:5]2[CH:7]=[CH:8][C:2]([F:1])=[CH:3][CH:4]=2)[CH2:14][C@@H:13]1[CH3:24])(=[O:11])[CH3:10]. (2) Given the reactants Br[C:2]1[CH:7]=[CH:6][C:5]([C:8]2[CH:13]=[CH:12][CH:11]=[CH:10][CH:9]=2)=[C:4]([CH3:14])[CH:3]=1.C([O-])(=O)C.[K+].[CH3:20][C:21]1([CH3:37])[C:25]([CH3:27])([CH3:26])[O:24][B:23]([B:23]2[O:24][C:25]([CH3:27])([CH3:26])[C:21]([CH3:37])([CH3:20])[O:22]2)[O:22]1, predict the reaction product. The product is: [CH3:20][C:21]1([CH3:37])[C:25]([CH3:27])([CH3:26])[O:24][B:23]([C:2]2[CH:7]=[CH:6][C:5]([C:8]3[CH:13]=[CH:12][CH:11]=[CH:10][CH:9]=3)=[C:4]([CH3:14])[CH:3]=2)[O:22]1. (3) Given the reactants [Cl:1][C:2]1[CH:32]=[CH:31][CH:30]=[CH:29][C:3]=1[C:4]([NH:6]C(=O)NC1SC2C=C(S(CCNC3CCC3)(=O)=O)C=CC=2N=1)=[O:5].[C:33](=[O:36])([O-])[O-].[K+].[K+].[CH2:39](Br)C, predict the reaction product. The product is: [Cl:1][C:2]1[CH:32]=[CH:31][C:30]([O:36][CH2:33][CH3:39])=[CH:29][C:3]=1[C:4]([NH2:6])=[O:5].